This data is from Full USPTO retrosynthesis dataset with 1.9M reactions from patents (1976-2016). The task is: Predict the reactants needed to synthesize the given product. (1) The reactants are: C(OC([N:8]1[CH2:12][CH2:11][C@H:10]([CH2:13][C:14]([OH:16])=O)[CH2:9]1)=O)(C)(C)C.CN(C(ON1N=NC2[CH:28]=[CH:29][CH:30]=[N:31]C1=2)=[N+](C)C)C.F[P-](F)(F)(F)(F)F.C1(N)CC1.[ClH:45]. Given the product [ClH:45].[CH:30]1([NH:31][C:14](=[O:16])[CH2:13][C@H:10]2[CH2:11][CH2:12][NH:8][CH2:9]2)[CH2:28][CH2:29]1, predict the reactants needed to synthesize it. (2) Given the product [Cl:1][C:2]1[CH:3]=[C:4]([C@H:8]([NH:10][C:11]2[N:24]=[C:14]3[C:15]([O:22][CH3:23])=[CH:16][C:17]([C:19]([N:33]4[CH2:32][CH:31]5[N:28]([CH2:29][CH2:30]5)[C:27](=[O:34])[CH:26]4[CH3:25])=[O:20])=[CH:18][N:13]3[N:12]=2)[CH3:9])[CH:5]=[CH:6][CH:7]=1, predict the reactants needed to synthesize it. The reactants are: [Cl:1][C:2]1[CH:3]=[C:4]([C@H:8]([NH:10][C:11]2[N:24]=[C:14]3[C:15]([O:22][CH3:23])=[CH:16][C:17]([C:19](O)=[O:20])=[CH:18][N:13]3[N:12]=2)[CH3:9])[CH:5]=[CH:6][CH:7]=1.[CH3:25][CH:26]1[NH:33][CH2:32][CH:31]2[N:28]([CH2:29][CH2:30]2)[C:27]1=[O:34].C(N(CC)C(C)C)(C)C.CN(C(ON1N=NC2C=CC=NC1=2)=[N+](C)C)C.F[P-](F)(F)(F)(F)F. (3) Given the product [Cl:1][C:2]1[N:10]=[C:9]2[C:5]([N:6]=[CH:7][N:8]2[CH:11]2[CH2:15][CH2:14][CH2:13][CH2:12]2)=[C:4]([NH:26][NH:25][C:19]2[CH:20]=[CH:21][C:22]([Cl:24])=[CH:23][C:18]=2[Cl:17])[N:3]=1, predict the reactants needed to synthesize it. The reactants are: [Cl:1][C:2]1[N:10]=[C:9]2[C:5]([N:6]=[CH:7][N:8]2[CH:11]2[CH2:15][CH2:14][CH2:13][CH2:12]2)=[C:4](Cl)[N:3]=1.[Cl:17][C:18]1[CH:23]=[C:22]([Cl:24])[CH:21]=[CH:20][C:19]=1[NH:25][NH2:26]. (4) Given the product [CH3:1][O:2][C:3]1[CH:4]=[CH:5][C:6]([O:30][CH2:31][C:32]2[N:33]=[C:34]([C:38]3[CH:39]=[CH:40][CH:41]=[CH:42][CH:43]=3)[O:35][C:36]=2[CH3:37])=[C:7]([CH:9]=[CH:10][CH2:11][CH2:12][CH:13]([O:19][C:20]2[CH:21]=[CH:22][C:23]([C:26]([F:27])([F:29])[F:28])=[CH:24][CH:25]=2)[C:14]([OH:16])=[O:15])[CH:8]=1, predict the reactants needed to synthesize it. The reactants are: [CH3:1][O:2][C:3]1[CH:4]=[CH:5][C:6]([O:30][CH2:31][C:32]2[N:33]=[C:34]([C:38]3[CH:43]=[CH:42][CH:41]=[CH:40][CH:39]=3)[O:35][C:36]=2[CH3:37])=[C:7]([CH:9]=[CH:10][CH2:11][CH2:12][CH:13]([O:19][C:20]2[CH:25]=[CH:24][C:23]([C:26]([F:29])([F:28])[F:27])=[CH:22][CH:21]=2)[C:14]([O:16]CC)=[O:15])[CH:8]=1.CO.[OH-].[Na+]. (5) Given the product [Br:1][C:2]1[CH:3]=[C:4]2[C:8](=[CH:9][CH:10]=1)[N:7]([CH:12]1[CH2:13][CH2:14][CH2:15][CH2:16][O:11]1)[N:6]=[CH:5]2, predict the reactants needed to synthesize it. The reactants are: [Br:1][C:2]1[CH:3]=[C:4]2[C:8](=[CH:9][CH:10]=1)[NH:7][N:6]=[CH:5]2.[O:11]1[CH:16]=[CH:15][CH2:14][CH2:13][CH2:12]1.CC1C=CC(S(O)(=O)=O)=CC=1.